This data is from NCI-60 drug combinations with 297,098 pairs across 59 cell lines. The task is: Regression. Given two drug SMILES strings and cell line genomic features, predict the synergy score measuring deviation from expected non-interaction effect. (1) Cell line: U251. Drug 2: C(CC(=O)O)C(=O)CN.Cl. Synergy scores: CSS=5.25, Synergy_ZIP=-2.20, Synergy_Bliss=0.223, Synergy_Loewe=0.0746, Synergy_HSA=0.105. Drug 1: CC1=CC2C(CCC3(C2CCC3(C(=O)C)OC(=O)C)C)C4(C1=CC(=O)CC4)C. (2) Drug 1: CNC(=O)C1=CC=CC=C1SC2=CC3=C(C=C2)C(=NN3)C=CC4=CC=CC=N4. Drug 2: CC(C)CN1C=NC2=C1C3=CC=CC=C3N=C2N. Cell line: NCI/ADR-RES. Synergy scores: CSS=-2.40, Synergy_ZIP=1.26, Synergy_Bliss=-0.861, Synergy_Loewe=-1.93, Synergy_HSA=-3.22. (3) Drug 1: CCC1=CC2CC(C3=C(CN(C2)C1)C4=CC=CC=C4N3)(C5=C(C=C6C(=C5)C78CCN9C7C(C=CC9)(C(C(C8N6C)(C(=O)OC)O)OC(=O)C)CC)OC)C(=O)OC.C(C(C(=O)O)O)(C(=O)O)O. Drug 2: C(CC(=O)O)C(=O)CN.Cl. Cell line: NCI-H522. Synergy scores: CSS=59.0, Synergy_ZIP=8.90, Synergy_Bliss=8.16, Synergy_Loewe=-26.7, Synergy_HSA=9.70. (4) Drug 1: CCC1(CC2CC(C3=C(CCN(C2)C1)C4=CC=CC=C4N3)(C5=C(C=C6C(=C5)C78CCN9C7C(C=CC9)(C(C(C8N6C)(C(=O)OC)O)OC(=O)C)CC)OC)C(=O)OC)O.OS(=O)(=O)O. Drug 2: COCCOC1=C(C=C2C(=C1)C(=NC=N2)NC3=CC=CC(=C3)C#C)OCCOC.Cl. Cell line: PC-3. Synergy scores: CSS=1.44, Synergy_ZIP=3.12, Synergy_Bliss=5.24, Synergy_Loewe=-2.69, Synergy_HSA=-2.72. (5) Drug 1: C1CCN(CC1)CCOC2=CC=C(C=C2)C(=O)C3=C(SC4=C3C=CC(=C4)O)C5=CC=C(C=C5)O. Drug 2: C1=CC(=CC=C1C#N)C(C2=CC=C(C=C2)C#N)N3C=NC=N3. Cell line: HS 578T. Synergy scores: CSS=2.83, Synergy_ZIP=5.07, Synergy_Bliss=10.3, Synergy_Loewe=3.79, Synergy_HSA=4.30.